This data is from Catalyst prediction with 721,799 reactions and 888 catalyst types from USPTO. The task is: Predict which catalyst facilitates the given reaction. (1) Reactant: [CH3:1][C:2]1[N:3]=[CH:4][O:5][C:6]=1[CH2:7][NH:8][C:9]([C:11]1[CH:15]=[C:14]([NH:16][C:17](=[O:27])[C:18]2[CH:23]=[C:22]([F:24])[C:21]([F:25])=[CH:20][C:19]=2[Cl:26])[NH:13][N:12]=1)=[O:10].[C:28]([C@@H:31]([C@H:33]([C:35]([O-:37])=[O:36])[OH:34])[OH:32])([O-:30])=[O:29]. Product: [C:28]([C@@H:31]([C@H:33]([C:35]([OH:37])=[O:36])[OH:34])[OH:32])([OH:30])=[O:29].[CH3:1][C:2]1[N:3]=[CH:4][O:5][C:6]=1[CH2:7][NH:8][C:9]([C:11]1[CH:15]=[C:14]([NH:16][C:17](=[O:27])[C:18]2[CH:23]=[C:22]([F:24])[C:21]([F:25])=[CH:20][C:19]=2[Cl:26])[NH:13][N:12]=1)=[O:10]. The catalyst class is: 21. (2) The catalyst class is: 4. Reactant: [Cl:1][C:2]1[CH:7]=[CH:6][CH:5]=[CH:4][C:3]=1[NH:8][C:9]1[N:14]2[N:15]=[CH:16][C:17]([S:18]([NH2:21])(=[O:20])=[O:19])=[C:13]2[N:12]=[CH:11][C:10]=1[C:22]([N:24]1[CH2:29][CH2:28][CH:27]([C:30]2[CH:35]=[CH:34][CH:33]=[CH:32][CH:31]=2)[CH2:26][CH2:25]1)=[O:23].N1C=CC=CC=1.Cl[C:43]([O:45][CH3:46])=[O:44].Cl. Product: [Cl:1][C:2]1[CH:7]=[CH:6][CH:5]=[CH:4][C:3]=1[NH:8][C:9]1[N:14]2[N:15]=[CH:16][C:17]([S:18]([NH:21][C:43](=[O:44])[O:45][CH3:46])(=[O:19])=[O:20])=[C:13]2[N:12]=[CH:11][C:10]=1[C:22]([N:24]1[CH2:25][CH2:26][CH:27]([C:30]2[CH:35]=[CH:34][CH:33]=[CH:32][CH:31]=2)[CH2:28][CH2:29]1)=[O:23].